Dataset: Forward reaction prediction with 1.9M reactions from USPTO patents (1976-2016). Task: Predict the product of the given reaction. (1) Given the reactants Br[C:2]1[CH:7]=[C:6]([C:8]2[C:9]([C:32]3[CH:37]=[CH:36][CH:35]=[CH:34][N:33]=3)=[N:10][N:11]([C:13]([C:26]3[CH:31]=[CH:30][CH:29]=[CH:28][CH:27]=3)([C:20]3[CH:25]=[CH:24][CH:23]=[CH:22][CH:21]=3)[C:14]3[CH:19]=[CH:18][CH:17]=[CH:16][CH:15]=3)[CH:12]=2)[CH:5]=[CH:4][N:3]=1.[NH2:38][C:39]1[CH:44]=[CH:43][C:42](B(O)O)=[CH:41][CH:40]=1, predict the reaction product. The product is: [N:33]1[CH:34]=[CH:35][CH:36]=[CH:37][C:32]=1[C:9]1[C:8]([C:6]2[CH:5]=[CH:4][N:3]=[C:2]([C:42]3[CH:43]=[CH:44][C:39]([NH2:38])=[CH:40][CH:41]=3)[CH:7]=2)=[CH:12][N:11]([C:13]([C:26]2[CH:31]=[CH:30][CH:29]=[CH:28][CH:27]=2)([C:20]2[CH:25]=[CH:24][CH:23]=[CH:22][CH:21]=2)[C:14]2[CH:19]=[CH:18][CH:17]=[CH:16][CH:15]=2)[N:10]=1. (2) Given the reactants [C:1]([C:3]1[CH:8]=[CH:7][C:6]([CH:9]([CH3:13])C(O)=O)=[CH:5][CH:4]=1)#[N:2].[CH3:14][N:15]([C:17]([O:21]N1N=NC2C=CC=CC1=2)=[N+](C)C)C.[B-](F)(F)(F)F.C([N:38]([CH2:41][CH3:42])[CH2:39]C)C.NCCCN(C)[S:48]([C:51]1[CH:56]=[CH:55][CH:54]=[C:53]([Cl:57])[C:52]=1[Cl:58])(=[O:50])=[O:49], predict the reaction product. The product is: [C:1]([C:3]1[CH:4]=[CH:5][C:6]([CH2:9][CH2:13][C:17]([NH:15][CH2:14][CH2:42][CH2:41][NH:38][CH2:39][S:48]([C:51]2[CH:56]=[CH:55][CH:54]=[C:53]([Cl:57])[C:52]=2[Cl:58])(=[O:49])=[O:50])=[O:21])=[CH:7][CH:8]=1)#[N:2].